Dataset: Forward reaction prediction with 1.9M reactions from USPTO patents (1976-2016). Task: Predict the product of the given reaction. (1) Given the reactants Cl[C:2]1[N:7]=[C:6]([CH:8]([CH:11]2[N:15]([CH2:16][CH3:17])[C:14]3[CH:18]=[CH:19][CH:20]=[CH:21][C:13]=3[NH:12]2)[C:9]#[N:10])[C:5]([CH3:22])=[CH:4][N:3]=1.[CH:23]1([NH2:26])[CH2:25][CH2:24]1, predict the reaction product. The product is: [CH:23]1([NH:26][C:2]2[N:7]=[C:6]([CH:8]([C:11]3[N:15]([CH2:16][CH3:17])[C:14]4[CH:18]=[CH:19][CH:20]=[CH:21][C:13]=4[N:12]=3)[C:9]#[N:10])[C:5]([CH3:22])=[CH:4][N:3]=2)[CH2:25][CH2:24]1. (2) Given the reactants [C:1]([C:5]1[CH:10]=[CH:9][C:8]([S:11]([NH:14][C:15]2[CH:16]=[C:17]3[C:21](=[CH:22][CH:23]=2)[NH:20][C:19]([C:24](O)=[O:25])=[C:18]3[C:27]2[CH:32]=[CH:31][CH:30]=[C:29]([CH3:33])[CH:28]=2)(=[O:13])=[O:12])=[CH:7][CH:6]=1)([CH3:4])([CH3:3])[CH3:2].[NH2:34][CH2:35][CH2:36][N:37]1[CH2:42][CH2:41][O:40][CH2:39][CH2:38]1, predict the reaction product. The product is: [N:37]1([CH2:36][CH2:35][NH:34][C:24]([C:19]2[NH:20][C:21]3[C:17]([C:18]=2[C:27]2[CH:32]=[CH:31][CH:30]=[C:29]([CH3:33])[CH:28]=2)=[CH:16][C:15]([NH:14][S:11]([C:8]2[CH:7]=[CH:6][C:5]([C:1]([CH3:3])([CH3:4])[CH3:2])=[CH:10][CH:9]=2)(=[O:12])=[O:13])=[CH:23][CH:22]=3)=[O:25])[CH2:42][CH2:41][O:40][CH2:39][CH2:38]1.